Dataset: Forward reaction prediction with 1.9M reactions from USPTO patents (1976-2016). Task: Predict the product of the given reaction. (1) Given the reactants [CH3:1][O:2][C:3]1[CH:8]=[CH:7][C:6]([N:9]2[CH2:14][C@@H:13]3[CH2:15][C@H:10]2[CH2:11][O:12]3)=[CH:5][C:4]=1[NH:16][C:17]([NH2:19])=[S:18].BrBr, predict the reaction product. The product is: [CH3:1][O:2][C:3]1[C:4]2[N:16]=[C:17]([NH2:19])[S:18][C:5]=2[C:6]([N:9]2[CH2:14][C@@H:13]3[CH2:15][C@H:10]2[CH2:11][O:12]3)=[CH:7][CH:8]=1. (2) Given the reactants Cl.[F:2][C:3]1[CH:12]=[C:11]2[C:6]([CH:7]=[CH:8][CH:9]=[C:10]2[N:13]2[CH2:18][CH2:17][NH:16][CH2:15][CH2:14]2)=[CH:5][CH:4]=1.I[CH2:20][CH2:21][CH2:22][CH2:23][O:24][C:25]1[CH:26]=[CH:27][C:28]2[CH2:34][CH2:33][NH:32][C:31](=[O:35])[NH:30][C:29]=2[N:36]=1.C(=O)([O-])[O-].[K+].[K+].C(Cl)(Cl)Cl, predict the reaction product. The product is: [F:2][C:3]1[CH:12]=[C:11]2[C:6]([CH:7]=[CH:8][CH:9]=[C:10]2[N:13]2[CH2:18][CH2:17][N:16]([CH2:20][CH2:21][CH2:22][CH2:23][O:24][C:25]3[CH:26]=[CH:27][C:28]4[CH2:34][CH2:33][NH:32][C:31](=[O:35])[NH:30][C:29]=4[N:36]=3)[CH2:15][CH2:14]2)=[CH:5][CH:4]=1. (3) The product is: [Cl:1][C:2]1[N:3]=[C:4]([NH:30][C:24]2[CH:25]=[CH:26][CH:27]=[C:28]([NH2:29])[N:23]=2)[C:5]2[CH2:10][CH2:9][CH2:8][C:6]=2[N:7]=1. Given the reactants [Cl:1][C:2]1[N:3]=[C:4](Cl)[C:5]2[CH2:10][CH2:9][C:8](C)(C)[C:6]=2[N:7]=1.C(N(CC)C(C)C)(C)C.[N:23]1[C:28]([NH2:29])=[CH:27][CH:26]=[CH:25][C:24]=1[NH2:30], predict the reaction product. (4) Given the reactants [H-].[Na+].Br[C:4]1[CH:5]=[C:6]([CH:27]=[CH:28][N:29]=1)[C:7]([NH:9][C:10]1[S:11][C:12]2[C:18]([CH:19]3[CH2:24][O:23][CH2:22][CH2:21][O:20]3)=[CH:17][CH:16]=[C:15]([O:25][CH3:26])[C:13]=2[N:14]=1)=[O:8].[F:30][C:31]([F:35])([F:34])[CH2:32][OH:33].C(Cl)(Cl)Cl, predict the reaction product. The product is: [O:20]1[CH2:21][CH2:22][O:23][CH2:24][CH:19]1[C:18]1[C:12]2[S:11][C:10]([NH:9][C:7](=[O:8])[C:6]3[CH:27]=[CH:28][N:29]=[C:4]([O:33][CH2:32][C:31]([F:35])([F:34])[F:30])[CH:5]=3)=[N:14][C:13]=2[C:15]([O:25][CH3:26])=[CH:16][CH:17]=1.